Dataset: Peptide-MHC class I binding affinity with 185,985 pairs from IEDB/IMGT. Task: Regression. Given a peptide amino acid sequence and an MHC pseudo amino acid sequence, predict their binding affinity value. This is MHC class I binding data. (1) The peptide sequence is QTLPSMCNVY. The MHC is HLA-B08:01 with pseudo-sequence HLA-B08:01. The binding affinity (normalized) is 0. (2) The peptide sequence is RIYDPLWFQ. The MHC is HLA-B27:03 with pseudo-sequence HLA-B27:03. The binding affinity (normalized) is 0.0847.